Predict the reaction yield, written as a fraction of the theoretical maximum amount of product (1.0 means a 100% yield; for example, 0.34 means a 34% yield). From a dataset of Reaction yield outcomes from USPTO patents with 853,638 reactions. (1) The reactants are [NH2:1][C:2]1[CH:7]=[CH:6][C:5](Br)=[CH:4][N:3]=1.[CH2:9]([S:11]([C:14]1[CH:19]=[CH:18][C:17](B(O)O)=[CH:16][CH:15]=1)(=[O:13])=[O:12])[CH3:10].C([O-])([O-])=O.[Na+].[Na+]. The catalyst is CCCCO.C1C=CC([P]([Pd]([P](C2C=CC=CC=2)(C2C=CC=CC=2)C2C=CC=CC=2)([P](C2C=CC=CC=2)(C2C=CC=CC=2)C2C=CC=CC=2)[P](C2C=CC=CC=2)(C2C=CC=CC=2)C2C=CC=CC=2)(C2C=CC=CC=2)C2C=CC=CC=2)=CC=1. The product is [CH2:9]([S:11]([C:14]1[CH:19]=[CH:18][C:17]([C:5]2[CH:6]=[CH:7][C:2]([NH2:1])=[N:3][CH:4]=2)=[CH:16][CH:15]=1)(=[O:12])=[O:13])[CH3:10]. The yield is 0.470. (2) The reactants are [CH:1]1[CH:6]=[N+:5]([O-])[CH:4]=[C:3]([CH2:8][C:9]#[N:10])[CH:2]=1.P(Cl)(Cl)([Cl:13])=O. No catalyst specified. The product is [Cl:13][C:4]1[C:3]([CH2:8][C:9]#[N:10])=[CH:2][CH:1]=[CH:6][N:5]=1. The yield is 0.429. (3) The reactants are N[C:2]1[CH:10]=[CH:9][C:5]([C:6]([OH:8])=[O:7])=[C:4]([OH:11])[CH:3]=1.[N:12]([O-])=O.[Na+].[C:16]1([C:22]2[S:26][S:25][C:24](=[S:27])[CH:23]=2)[CH:21]=[CH:20]C=[CH:18][CH:17]=1.C[N:29]([CH3:32])C=O. The catalyst is Cl.O. The product is [OH:11][C:4]1[CH:3]=[CH:2][C:10]([N:12]=[N:29][C:32]2[CH:20]=[CH:21][C:16]([C:22]3[S:26][S:25][C:24](=[S:27])[CH:23]=3)=[CH:17][CH:18]=2)=[CH:9][C:5]=1[C:6]([OH:8])=[O:7]. The yield is 0.650. (4) The reactants are [F:1][C:2]1[CH:7]=[CH:6][C:5]([CH2:8][C:9]2[CH:18]=[C:17]3[C:12]([C:13]([OH:44])=[C:14]([C:37]([NH:39][CH2:40][CH2:41][O:42][CH3:43])=[O:38])[C:15](=[O:36])[N:16]3[CH2:19][CH:20]3[CH2:25][CH2:24][N:23](C(OCC4C=CC=CC=4)=O)[CH2:22][CH2:21]3)=[N:11][CH:10]=2)=[CH:4][CH:3]=1. The catalyst is CO.[Pd]. The product is [F:1][C:2]1[CH:7]=[CH:6][C:5]([CH2:8][C:9]2[CH:18]=[C:17]3[C:12]([C:13]([OH:44])=[C:14]([C:37]([NH:39][CH2:40][CH2:41][O:42][CH3:43])=[O:38])[C:15](=[O:36])[N:16]3[CH2:19][CH:20]3[CH2:25][CH2:24][NH:23][CH2:22][CH2:21]3)=[N:11][CH:10]=2)=[CH:4][CH:3]=1. The yield is 0.710. (5) The reactants are C([O:8][C@H:9]1[CH2:14][CH2:13][CH2:12][CH2:11][C@@H:10]1[NH:15][C:16]1[CH:24]=[C:23]([N:25]2[C:33]3[CH2:32][C:31]([CH3:35])([CH3:34])[CH2:30][C:29](=[O:36])[C:28]=3[C:27]([CH2:37][CH3:38])=[N:26]2)[CH:22]=[CH:21][C:17]=1[C:18]([NH2:20])=[O:19])C1C=CC=CC=1. The catalyst is CO.[Pd]. The product is [CH2:37]([C:27]1[C:28]2[C:29](=[O:36])[CH2:30][C:31]([CH3:35])([CH3:34])[CH2:32][C:33]=2[N:25]([C:23]2[CH:22]=[CH:21][C:17]([C:18]([NH2:20])=[O:19])=[C:16]([NH:15][C@H:10]3[CH2:11][CH2:12][CH2:13][CH2:14][C@@H:9]3[OH:8])[CH:24]=2)[N:26]=1)[CH3:38]. The yield is 0.900. (6) The reactants are C(O[C:4]([C:6]1[N:10]2[CH2:11][CH2:12][N:13]([C:14]3[C:19]([CH3:20])=[CH:18][C:17]([CH3:21])=[CH:16][C:15]=3[CH3:22])[C:9]2=[N:8][C:7]=1[CH2:23][CH3:24])=[O:5])C.[CH2:25]([Mg]Cl)[CH2:26][CH3:27].[C:30]1(C)[CH:35]=CC=C[CH:31]=1. The catalyst is O1CCCC1. The product is [CH2:23]([C:7]1[N:8]=[C:9]2[N:13]([C:14]3[C:19]([CH3:20])=[CH:18][C:17]([CH3:21])=[CH:16][C:15]=3[CH3:22])[CH2:12][CH2:11][N:10]2[C:6]=1[C:4]([OH:5])([CH2:31][CH2:30][CH3:35])[CH2:25][CH2:26][CH3:27])[CH3:24]. The yield is 0.860. (7) The reactants are [Cl:1][C:2]1[CH:15]=[CH:14][C:5]([C:6]([NH:8][CH2:9][C:10]([F:13])([F:12])[F:11])=[O:7])=[C:4]([C:16]2[CH:21]=[C:20]([O:22]C)[N:19]=[CH:18][N:17]=2)[CH:3]=1.[Si](I)(C)(C)C.[O-]S([O-])(=S)=O.[Na+].[Na+]. The catalyst is C(#N)C. The yield is 0.420. The product is [Cl:1][C:2]1[CH:15]=[CH:14][C:5]([C:6]([NH:8][CH2:9][C:10]([F:13])([F:11])[F:12])=[O:7])=[C:4]([C:16]2[CH:21]=[C:20]([OH:22])[N:19]=[CH:18][N:17]=2)[CH:3]=1.